Dataset: Full USPTO retrosynthesis dataset with 1.9M reactions from patents (1976-2016). Task: Predict the reactants needed to synthesize the given product. (1) Given the product [Br:18][CH2:16][C:15]([C:11]1[CH:12]=[CH:13][CH:14]=[C:9]([O:8][Si:1]([C:4]([CH3:7])([CH3:6])[CH3:5])([CH3:3])[CH3:2])[CH:10]=1)=[O:17], predict the reactants needed to synthesize it. The reactants are: [Si:1]([O:8][C:9]1[CH:10]=[C:11]([C:15](=[O:17])[CH3:16])[CH:12]=[CH:13][CH:14]=1)([C:4]([CH3:7])([CH3:6])[CH3:5])([CH3:3])[CH3:2].[Br-:18].[Br-].[Br-].C1([N+](C)(C)C)C=CC=CC=1.C1([N+](C)(C)C)C=CC=CC=1.C1([N+](C)(C)C)C=CC=CC=1.S([O-])([O-])(=O)=S.[Na+].[Na+]. (2) Given the product [CH3:12][C:13]1([CH3:29])[C:17]([CH3:19])([CH3:18])[O:16][B:15]([C:2]2[CH:7]=[CH:6][N:5]=[C:4]([NH:8][C:9](=[O:11])[CH3:10])[CH:3]=2)[O:14]1, predict the reactants needed to synthesize it. The reactants are: Br[C:2]1[CH:7]=[CH:6][N:5]=[C:4]([NH:8][C:9](=[O:11])[CH3:10])[CH:3]=1.[CH3:12][C:13]1([CH3:29])[C:17]([CH3:19])([CH3:18])[O:16][B:15]([B:15]2[O:16][C:17]([CH3:19])([CH3:18])[C:13]([CH3:29])([CH3:12])[O:14]2)[O:14]1.CC([O-])=O.[K+]. (3) Given the product [CH3:4][C:2]([NH:5][C:6]1[C:15]2[C:10](=[CH:11][CH:12]=[CH:13][CH:14]=2)[N:9]2[N:16]=[N:17][N:18]=[C:8]2[C:7]=1[NH2:19])([CH3:1])[CH3:3], predict the reactants needed to synthesize it. The reactants are: [CH3:1][C:2]([NH:5][C:6]1[C:15]2[C:10](=[CH:11][CH:12]=[CH:13][CH:14]=2)[N:9]2[N:16]=[N:17][N:18]=[C:8]2[C:7]=1[N+:19]([O-])=O)([CH3:4])[CH3:3]. (4) Given the product [NH2:1][C:2]1[C:7]([C:32]2[CH:33]=[CH:34][C:29]([N:28]([CH3:38])[CH3:27])=[CH:30][CH:31]=2)=[CH:6][N:5]=[C:4]([N:9]2[CH2:14][CH2:13][CH:12]([C:15]([NH:17][CH2:18][C:19]3[CH:24]=[CH:23][C:22]([Cl:25])=[CH:21][C:20]=3[Cl:26])=[O:16])[CH2:11][CH2:10]2)[N:3]=1, predict the reactants needed to synthesize it. The reactants are: [NH2:1][C:2]1[C:7](Br)=[CH:6][N:5]=[C:4]([N:9]2[CH2:14][CH2:13][CH:12]([C:15]([NH:17][CH2:18][C:19]3[CH:24]=[CH:23][C:22]([Cl:25])=[CH:21][C:20]=3[Cl:26])=[O:16])[CH2:11][CH2:10]2)[N:3]=1.[CH3:27][N:28]([CH3:38])[C:29]1[CH:34]=[CH:33][C:32](B(O)O)=[CH:31][CH:30]=1.C([O-])([O-])=O.[K+].[K+].ClCCl.C(O)(C(F)(F)F)=O. (5) Given the product [CH3:22][S:23]([O:1][CH2:2][CH2:3][O:4][CH2:5][CH2:6][NH:7][C:8]([O:9][C:10]([CH3:11])([CH3:13])[CH3:12])=[O:14])(=[O:25])=[O:24], predict the reactants needed to synthesize it. The reactants are: [OH:1][CH2:2][CH2:3][O:4][CH2:5][CH2:6][NH:7][C:8](=[O:14])[O:9][C:10]([CH3:13])([CH3:12])[CH3:11].C(N(CC)CC)C.[CH3:22][S:23](Cl)(=[O:25])=[O:24]. (6) Given the product [C:20]([N:19]([CH2:18][C:15]1[CH:16]=[CH:17][C:12]([C:7]2[CH:8]=[CH:9][CH:10]=[CH:11][C:6]=2[C:5]2[NH:1][N:2]=[N:3][N:4]=2)=[CH:13][CH:14]=1)[C@H:26]([C:27]([O:29][CH2:58][O:57][C:55]([N:52]1[C@@H:51]([CH2:60][C@H:61]([CH2:65][C:66]2[CH:71]=[CH:70][C:69]([O:72][CH3:73])=[C:68]([O:74][CH2:75][CH2:76][CH2:77][O:78][CH3:79])[CH:67]=2)[CH:62]([CH3:63])[CH3:64])[C@H:50]([CH2:49][C@H:48]([C:46]([NH:45][CH2:44][C:43]([CH3:84])([CH3:83])[C:42]([NH2:41])=[O:85])=[O:47])[CH:80]([CH3:82])[CH3:81])[O:54][CH2:53]1)=[O:56])=[O:28])[CH:30]([CH3:31])[CH3:32])(=[O:25])[CH2:21][CH2:22][CH2:23][CH3:24], predict the reactants needed to synthesize it. The reactants are: [NH:1]1[C:5]([C:6]2[CH:11]=[CH:10][CH:9]=[CH:8][C:7]=2[C:12]2[CH:17]=[CH:16][C:15]([CH2:18][N:19]([C@@H:26]([CH:30]([CH3:32])[CH3:31])[C:27]([OH:29])=[O:28])[C:20](=[O:25])[CH2:21][CH2:22][CH2:23][CH3:24])=[CH:14][CH:13]=2)=[N:4][N:3]=[N:2]1.C(=O)([O-])[O-].[Cs+].[Cs+].[I-].[Cs+].[NH2:41][C:42](=[O:85])[C:43]([CH3:84])([CH3:83])[CH2:44][NH:45][C:46]([C@H:48]([CH:80]([CH3:82])[CH3:81])[CH2:49][C@@H:50]1[O:54][CH2:53][N:52]([C:55]([O:57][CH2:58]Cl)=[O:56])[C@H:51]1[CH2:60][C@H:61]([CH2:65][C:66]1[CH:71]=[CH:70][C:69]([O:72][CH3:73])=[C:68]([O:74][CH2:75][CH2:76][CH2:77][O:78][CH3:79])[CH:67]=1)[CH:62]([CH3:64])[CH3:63])=[O:47].